From a dataset of NCI-60 drug combinations with 297,098 pairs across 59 cell lines. Regression. Given two drug SMILES strings and cell line genomic features, predict the synergy score measuring deviation from expected non-interaction effect. (1) Drug 1: CCC(=C(C1=CC=CC=C1)C2=CC=C(C=C2)OCCN(C)C)C3=CC=CC=C3.C(C(=O)O)C(CC(=O)O)(C(=O)O)O. Drug 2: CC(C)NC(=O)C1=CC=C(C=C1)CNNC.Cl. Cell line: HS 578T. Synergy scores: CSS=3.89, Synergy_ZIP=-0.525, Synergy_Bliss=-1.23, Synergy_Loewe=-3.31, Synergy_HSA=-2.35. (2) Drug 1: CC(C1=C(C=CC(=C1Cl)F)Cl)OC2=C(N=CC(=C2)C3=CN(N=C3)C4CCNCC4)N. Drug 2: CC1OCC2C(O1)C(C(C(O2)OC3C4COC(=O)C4C(C5=CC6=C(C=C35)OCO6)C7=CC(=C(C(=C7)OC)O)OC)O)O. Cell line: HOP-92. Synergy scores: CSS=40.8, Synergy_ZIP=-0.888, Synergy_Bliss=0.665, Synergy_Loewe=-0.433, Synergy_HSA=3.18. (3) Drug 1: CC1=C(C=C(C=C1)NC(=O)C2=CC=C(C=C2)CN3CCN(CC3)C)NC4=NC=CC(=N4)C5=CN=CC=C5. Drug 2: C1CNP(=O)(OC1)N(CCCl)CCCl. Cell line: SF-539. Synergy scores: CSS=11.9, Synergy_ZIP=-4.34, Synergy_Bliss=-1.33, Synergy_Loewe=-58.5, Synergy_HSA=-0.974. (4) Drug 1: CC12CCC3C(C1CCC2NC(=O)OCC(F)(F)F)CCC4C3(C=CC(=O)N4C)C. Drug 2: CCC1(CC2CC(C3=C(CCN(C2)C1)C4=CC=CC=C4N3)(C5=C(C=C6C(=C5)C78CCN9C7C(C=CC9)(C(C(C8N6C)(C(=O)OC)O)OC(=O)C)CC)OC)C(=O)OC)O. Cell line: T-47D. Synergy scores: CSS=31.9, Synergy_ZIP=-0.290, Synergy_Bliss=0.0197, Synergy_Loewe=-37.8, Synergy_HSA=2.43.